This data is from Forward reaction prediction with 1.9M reactions from USPTO patents (1976-2016). The task is: Predict the product of the given reaction. (1) Given the reactants [CH3:1][N:2]1[CH2:7][CH2:6][N:5]([C:8]2[CH:13]=[CH:12][C:11]([NH:14][C:15]3[N:20]=[CH:19][C:18]4=[CH:21][CH:22]=[C:23]([C:24]5[O:28][C:27]([CH:29]=O)=[CH:26][CH:25]=5)[N:17]4[N:16]=3)=[CH:10][CH:9]=2)[CH2:4][CH2:3]1.[CH3:31][S:32]([CH2:35][CH2:36][NH2:37])(=[O:34])=[O:33].Cl.C(O)(=O)C.C(O[BH-](OC(=O)C)OC(=O)C)(=O)C.[Na+], predict the reaction product. The product is: [CH3:31][S:32]([CH2:35][CH2:36][NH:37][CH2:29][C:27]1[O:28][C:24]([C:23]2[N:17]3[C:18]([CH:19]=[N:20][C:15]([NH:14][C:11]4[CH:12]=[CH:13][C:8]([N:5]5[CH2:6][CH2:7][N:2]([CH3:1])[CH2:3][CH2:4]5)=[CH:9][CH:10]=4)=[N:16]3)=[CH:21][CH:22]=2)=[CH:25][CH:26]=1)(=[O:34])=[O:33]. (2) Given the reactants [N+:1]([C:4]1[CH:5]=[C:6]2[C:10](=[CH:11][CH:12]=1)[NH:9][NH:8][C:7]2=[O:13])([O-:3])=[O:2].[CH2:14](Br)[CH:15]=[CH2:16].[OH-].[Na+].Cl, predict the reaction product. The product is: [CH2:16]([N:9]1[C:10]2[C:6](=[CH:5][C:4]([N+:1]([O-:3])=[O:2])=[CH:12][CH:11]=2)[C:7](=[O:13])[NH:8]1)[CH:15]=[CH2:14]. (3) Given the reactants [O:1]1[CH2:3][C@H:2]1[CH2:4][O:5][C:6]1[C:18]2[C:17]3[C:12](=[CH:13][CH:14]=[CH:15][CH:16]=3)[NH:11][C:10]=2[CH:9]=[CH:8][CH:7]=1.NC(C)(C)C[C:22]1[CH:37]=[CH:36][C:25]([O:26][C:27]2[CH:35]=[CH:34][C:30]([C:31]([NH2:33])=[O:32])=[CH:29][CH:28]=2)=[CH:24][CH:23]=1.O, predict the reaction product. The product is: [OH:1][C@@H:2]([CH2:3][N:11]([C:22]1[CH:23]=[CH:24][C:25]([O:26][C:27]2[CH:28]=[CH:29][C:30]([C:31](=[O:32])[NH2:33])=[CH:34][CH:35]=2)=[CH:36][CH:37]=1)[CH2:10][CH:18]([CH3:6])[CH3:17])[CH2:4][O:5][C:6]1[C:18]2[C:17]3[C:12](=[CH:13][CH:14]=[CH:15][CH:16]=3)[NH:11][C:10]=2[CH:9]=[CH:8][CH:7]=1. (4) Given the reactants [NH2:1][C:2]1[CH:7]=[C:6]([C:8]([F:11])([F:10])[F:9])[C:5]([Cl:12])=[CH:4][C:3]=1[OH:13].[F:14][C:15]1[CH:23]=[N:22][CH:21]=[CH:20][C:16]=1[C:17](O)=[O:18].CCN=C=NCCCN(C)C.N1C=CC=CC=1, predict the reaction product. The product is: [F:14][C:15]1[CH:23]=[N:22][CH:21]=[CH:20][C:16]=1[C:17]([NH:1][C:2]1[CH:7]=[C:6]([C:8]([F:9])([F:10])[F:11])[C:5]([Cl:12])=[CH:4][C:3]=1[OH:13])=[O:18].